This data is from Forward reaction prediction with 1.9M reactions from USPTO patents (1976-2016). The task is: Predict the product of the given reaction. Given the reactants [Cl:1][C:2]1[CH:7]=[CH:6][C:5]([CH2:8][C@@H:9]([NH:33][C:34]([C@@H:36]2[CH2:45][C:44]3[C:39](=[CH:40][CH:41]=[CH:42][CH:43]=3)[CH2:38][N:37]2C(OC(C)(C)C)=O)=[O:35])[C:10](=[O:32])[N:11]2[CH2:16][CH2:15][N:14]([C:17]3[CH:22]=[CH:21][CH:20]=[CH:19][C:18]=3[NH:23][C:24]([C:26]3[CH:27]=[N:28][CH:29]=[CH:30][CH:31]=3)=[O:25])[CH2:13][CH2:12]2)=[CH:4][CH:3]=1.NC1C=CC=CC=1N1CCN(C(=O)[C@H](NC([C@@H]2CC3C(=CC=CC=3)CN2C(OC(C)(C)C)=O)=O)CC2C=CC(Cl)=CC=2)CC1.C(O)(=O)C1C=CC=NC=1.C1C=NC2N(O)N=NC=2C=1, predict the reaction product. The product is: [Cl:1][C:2]1[CH:3]=[CH:4][C:5]([CH2:8][C@@H:9]([NH:33][C:34]([C@@H:36]2[CH2:45][C:44]3[C:39](=[CH:40][CH:41]=[CH:42][CH:43]=3)[CH2:38][NH:37]2)=[O:35])[C:10](=[O:32])[N:11]2[CH2:12][CH2:13][N:14]([C:17]3[CH:22]=[CH:21][CH:20]=[CH:19][C:18]=3[NH:23][C:24]([C:26]3[CH:27]=[N:28][CH:29]=[CH:30][CH:31]=3)=[O:25])[CH2:15][CH2:16]2)=[CH:6][CH:7]=1.